Dataset: NCI-60 drug combinations with 297,098 pairs across 59 cell lines. Task: Regression. Given two drug SMILES strings and cell line genomic features, predict the synergy score measuring deviation from expected non-interaction effect. Drug 1: C1CNP(=O)(OC1)N(CCCl)CCCl. Drug 2: C(CN)CNCCSP(=O)(O)O. Cell line: SR. Synergy scores: CSS=8.95, Synergy_ZIP=10.2, Synergy_Bliss=12.8, Synergy_Loewe=6.44, Synergy_HSA=6.28.